Dataset: Catalyst prediction with 721,799 reactions and 888 catalyst types from USPTO. Task: Predict which catalyst facilitates the given reaction. (1) Reactant: Br[C:2]1[CH:7]=[CH:6][C:5]([C:8]([C:19]2[CH:24]=[CH:23][CH:22]=[CH:21][CH:20]=2)=[C:9]2[CH2:14][C:13]([CH3:16])([CH3:15])[CH2:12][C:11]([CH3:18])([CH3:17])[CH2:10]2)=[CH:4][CH:3]=1.[CH3:25][C:26]1[C:30](B(O)O)=[C:29]([CH3:34])[O:28][N:27]=1.C([O-])([O-])=O.[Na+].[Na+].C1COCC1. Product: [CH3:25][C:26]1[C:30]([C:2]2[CH:3]=[CH:4][C:5]([C:8]([C:19]3[CH:20]=[CH:21][CH:22]=[CH:23][CH:24]=3)=[C:9]3[CH2:10][C:11]([CH3:18])([CH3:17])[CH2:12][C:13]([CH3:15])([CH3:16])[CH2:14]3)=[CH:6][CH:7]=2)=[C:29]([CH3:34])[O:28][N:27]=1. The catalyst class is: 518. (2) Reactant: [N:1]1[CH:6]=[CH:5][CH:4]=[CH:3][C:2]=1[C:7]#[C:8][CH2:9][CH2:10]O.[C:12]1(=[O:22])[C:20]2[C:15](=[CH:16][CH:17]=[CH:18][CH:19]=2)[C:14](=[O:21])[NH:13]1.C1(P(C2C=CC=CC=2)C2C=CC=CC=2)C=CC=CC=1.CC(OC(/N=N/C(OC(C)(C)C)=O)=O)(C)C. Product: [N:1]1[CH:6]=[CH:5][CH:4]=[CH:3][C:2]=1[C:7]#[C:8][CH2:9][CH2:10][N:13]1[C:14](=[O:21])[C:15]2[C:20](=[CH:19][CH:18]=[CH:17][CH:16]=2)[C:12]1=[O:22]. The catalyst class is: 168.